Dataset: Peptide-MHC class II binding affinity with 134,281 pairs from IEDB. Task: Regression. Given a peptide amino acid sequence and an MHC pseudo amino acid sequence, predict their binding affinity value. This is MHC class II binding data. (1) The peptide sequence is AFILDGDNLFPGV. The binding affinity (normalized) is 0.614. The MHC is DRB1_0401 with pseudo-sequence DRB1_0401. (2) The peptide sequence is EEFVSLASRFLVEED. The MHC is DRB1_1001 with pseudo-sequence DRB1_1001. The binding affinity (normalized) is 0.681. (3) The peptide sequence is ALAAAGLVGVLAGLAK. The MHC is DRB3_0202 with pseudo-sequence DRB3_0202. The binding affinity (normalized) is 0.339. (4) The peptide sequence is VIPAGELQVIEKVDA. The MHC is HLA-DPA10201-DPB10101 with pseudo-sequence HLA-DPA10201-DPB10101. The binding affinity (normalized) is 0.230.